This data is from Forward reaction prediction with 1.9M reactions from USPTO patents (1976-2016). The task is: Predict the product of the given reaction. (1) Given the reactants FC(F)(F)S(O[C:7]1[C:12]2[CH:13]=[N:14][N:15](COCC[Si](C)(C)C)[C:11]=2[CH:10]=[C:9]([C:24]2[CH:29]=[C:28]([F:30])[C:27]([O:31]COCC[Si](C)(C)C)=[CH:26][C:25]=2[CH2:40][CH3:41])[N:8]=1)(=O)=O.FC(F)(F)C(O)=O.[NH2:51][CH2:52][C:53]1[CH:58]=[CH:57][CH:56]=[CH:55][C:54]=1[N:59]([CH2:64][CH2:65][CH3:66])[S:60]([CH3:63])(=[O:62])=[O:61].C(N(CC)CC)C, predict the reaction product. The product is: [CH2:40]([C:25]1[CH:26]=[C:27]([OH:31])[C:28]([F:30])=[CH:29][C:24]=1[C:9]1[N:8]=[C:7]([NH:51][CH2:52][C:53]2[CH:58]=[CH:57][CH:56]=[CH:55][C:54]=2[N:59]([CH2:64][CH2:65][CH3:66])[S:60]([CH3:63])(=[O:62])=[O:61])[C:12]2[CH:13]=[N:14][NH:15][C:11]=2[CH:10]=1)[CH3:41]. (2) Given the reactants [NH2:1][C:2]1[N:7]=[CH:6][C:5]([C:8]2[CH:16]=[CH:15][CH:14]=[C:13]3[C:9]=2[CH2:10][C:11](=[O:17])[NH:12]3)=[CH:4][N:3]=1.[CH3:18][C:19]1[C:23]([C:24]([N:26]2[CH2:31][CH2:30][N:29]([CH3:32])[CH2:28][CH2:27]2)=[O:25])=[C:22]([CH3:33])[NH:21][C:20]=1[CH:34]=O, predict the reaction product. The product is: [NH2:1][C:2]1[N:7]=[CH:6][C:5]([C:8]2[CH:16]=[CH:15][CH:14]=[C:13]3[C:9]=2[C:10](=[CH:34][C:20]2[NH:21][C:22]([CH3:33])=[C:23]([C:24]([N:26]4[CH2:27][CH2:28][N:29]([CH3:32])[CH2:30][CH2:31]4)=[O:25])[C:19]=2[CH3:18])[C:11](=[O:17])[NH:12]3)=[CH:4][N:3]=1. (3) Given the reactants [F:1][C:2]1[CH:11]=[C:10]2[C:5]([CH:6]=[CH:7][CH:8]=[N:9]2)=[C:4]([CH2:12][C:13]([OH:15])=O)[CH:3]=1.[Br:16][C:17]1[C:18]([C:23]2[NH:27][N:26]=[CH:25][N:24]=2)=[C:19]([NH2:22])[S:20][CH:21]=1, predict the reaction product. The product is: [Br:16][C:17]1[C:18]([C:23]2[NH:27][N:26]=[CH:25][N:24]=2)=[C:19]([NH:22][C:13](=[O:15])[CH2:12][C:4]2[CH:3]=[C:2]([F:1])[CH:11]=[C:10]3[C:5]=2[CH:6]=[CH:7][CH:8]=[N:9]3)[S:20][CH:21]=1. (4) Given the reactants [F:1][C:2]1[CH:3]=[C:4]([C:10]2[C:15]([C:16]3[CH:21]=[CH:20][C:19]([O:22][CH3:23])=[CH:18][CH:17]=3)=[N:14][NH:13][C:12](=[O:24])[CH:11]=2)[CH:5]=[CH:6][C:7]=1[O:8][CH3:9].[CH2:25](I)[CH:26]([CH3:28])[CH3:27], predict the reaction product. The product is: [F:1][C:2]1[CH:3]=[C:4]([C:10]2[C:15]([C:16]3[CH:17]=[CH:18][C:19]([O:22][CH3:23])=[CH:20][CH:21]=3)=[N:14][N:13]([CH2:25][CH:26]([CH3:28])[CH3:27])[C:12](=[O:24])[CH:11]=2)[CH:5]=[CH:6][C:7]=1[O:8][CH3:9].